From a dataset of Peptide-MHC class I binding affinity with 185,985 pairs from IEDB/IMGT. Regression. Given a peptide amino acid sequence and an MHC pseudo amino acid sequence, predict their binding affinity value. This is MHC class I binding data. (1) The peptide sequence is DLNKVIQFL. The MHC is HLA-A02:01 with pseudo-sequence HLA-A02:01. The binding affinity (normalized) is 0.0847. (2) The peptide sequence is QEWERKVDFL. The MHC is Mamu-A11 with pseudo-sequence Mamu-A11. The binding affinity (normalized) is 0.680. (3) The peptide sequence is TEAEKWPFF. The MHC is HLA-A25:01 with pseudo-sequence HLA-A25:01. The binding affinity (normalized) is 0.0847.